Dataset: Peptide-MHC class I binding affinity with 185,985 pairs from IEDB/IMGT. Task: Regression. Given a peptide amino acid sequence and an MHC pseudo amino acid sequence, predict their binding affinity value. This is MHC class I binding data. The peptide sequence is QSQMLLIVLK. The MHC is HLA-A03:01 with pseudo-sequence HLA-A03:01. The binding affinity (normalized) is 0.317.